This data is from Peptide-MHC class II binding affinity with 134,281 pairs from IEDB. The task is: Regression. Given a peptide amino acid sequence and an MHC pseudo amino acid sequence, predict their binding affinity value. This is MHC class II binding data. (1) The peptide sequence is TEGRCLHYTVDKSKPKVY. The MHC is DRB1_0101 with pseudo-sequence DRB1_0101. The binding affinity (normalized) is 0. (2) The peptide sequence is SIVYEAADAILHTPGCVPCV. The MHC is DRB1_0401 with pseudo-sequence DRB1_0401. The binding affinity (normalized) is 0.572. (3) The peptide sequence is SPPVVSFRETVLDKS. The MHC is DRB1_0901 with pseudo-sequence DRB1_0901. The binding affinity (normalized) is 0.387. (4) The peptide sequence is RMFSSTLRAAVPWYA. The MHC is DRB3_0202 with pseudo-sequence DRB3_0202. The binding affinity (normalized) is 0.327. (5) The peptide sequence is MMLVSVAGRVDGLELK. The MHC is HLA-DQA10201-DQB10402 with pseudo-sequence HLA-DQA10201-DQB10402. The binding affinity (normalized) is 0.498. (6) The peptide sequence is LEDARRLKAIYEK. The MHC is HLA-DQA10301-DQB10301 with pseudo-sequence HLA-DQA10301-DQB10301. The binding affinity (normalized) is 0.